Task: Predict the reactants needed to synthesize the given product.. Dataset: Retrosynthesis with 50K atom-mapped reactions and 10 reaction types from USPTO (1) Given the product CCS(=O)(=O)c1ccc(Cl)cc1NNC(=O)c1ccc(NC2CCN(C(=O)OC(C)(C)C)CC2)c(OC)c1, predict the reactants needed to synthesize it. The reactants are: CCS(=O)(=O)c1ccc(Cl)cc1NN.COc1cc(C(=O)O)ccc1NC1CCN(C(=O)OC(C)(C)C)CC1. (2) Given the product Cc1n[nH]c2cc(Br)ccc12, predict the reactants needed to synthesize it. The reactants are: CC(=NN)c1ccc(Br)cc1F. (3) Given the product O=C(O)CC1Nc2ccc(C(=O)NCc3nc4ccccc4[nH]3)cc2CN(CCc2ccccc2)C1=O, predict the reactants needed to synthesize it. The reactants are: COC(=O)CC1Nc2ccc(C(=O)NCc3nc4ccccc4[nH]3)cc2CN(CCc2ccccc2)C1=O. (4) Given the product CCOC(=O)c1cnc2c(Br)cnn2c1Nc1cc(C)ccc1C, predict the reactants needed to synthesize it. The reactants are: CCOC(=O)c1cnc2c(Br)cnn2c1Cl.Cc1ccc(C)c(N)c1.